This data is from Full USPTO retrosynthesis dataset with 1.9M reactions from patents (1976-2016). The task is: Predict the reactants needed to synthesize the given product. (1) Given the product [Cl:1][C:2]1[C:7]2[NH:8][C:9]([N:11]3[CH2:16][CH2:15][N:14]([C:23]4[C:28]([C:29]([F:32])([F:31])[F:30])=[CH:27][CH:26]=[CH:25][N:24]=4)[C@H:13]([CH3:17])[CH2:12]3)=[N:10][C:6]=2[CH:5]=[C:4]([C:18]([F:21])([F:20])[F:19])[CH:3]=1, predict the reactants needed to synthesize it. The reactants are: [Cl:1][C:2]1[C:7]2[NH:8][C:9]([N:11]3[CH2:16][CH2:15][NH:14][C@H:13]([CH3:17])[CH2:12]3)=[N:10][C:6]=2[CH:5]=[C:4]([C:18]([F:21])([F:20])[F:19])[CH:3]=1.Cl[C:23]1[C:28]([C:29]([F:32])([F:31])[F:30])=[CH:27][CH:26]=[CH:25][N:24]=1.C(N(C(C)C)CC)(C)C. (2) Given the product [NH2:1][C:4]1[CH:5]=[C:6]([CH:9]=[CH:10][C:11]=1[OH:12])[C:7]#[N:8], predict the reactants needed to synthesize it. The reactants are: [N+:1]([C:4]1[CH:5]=[C:6]([CH:9]=[CH:10][C:11]=1[OH:12])[C:7]#[N:8])([O-])=O. (3) The reactants are: [OH-].[Na+].[CH:3]1([C:6]([C:8]2[CH:13]=[CH:12][C:11]([C:14]3[S:18][C:17]([NH:19]C(=O)C)=[N:16][C:15]=3[CH3:23])=[CH:10][CH:9]=2)=[O:7])[CH2:5][CH2:4]1. Given the product [NH2:19][C:17]1[S:18][C:14]([C:11]2[CH:12]=[CH:13][C:8]([C:6]([CH:3]3[CH2:5][CH2:4]3)=[O:7])=[CH:9][CH:10]=2)=[C:15]([CH3:23])[N:16]=1, predict the reactants needed to synthesize it. (4) Given the product [F:1][C:2]1[CH:7]=[CH:6][C:5]([F:8])=[CH:4][C:3]=1[NH:9][C:10](=[O:11])[O:12][C:13]([CH3:15])([CH3:14])[CH3:16], predict the reactants needed to synthesize it. The reactants are: [F:1][C:2]1[CH:7]=[CH:6][C:5]([F:8])=[CH:4][C:3]=1[N:9](C(OC(C)(C)C)=O)[C:10]([O:12][C:13]([CH3:16])([CH3:15])[CH3:14])=[O:11].C(O)(C(F)(F)F)=O.